From a dataset of Forward reaction prediction with 1.9M reactions from USPTO patents (1976-2016). Predict the product of the given reaction. (1) Given the reactants Cl[CH2:2][C:3]1[N:12]=[C:11]([N:13]([C:15]2[CH:20]=[CH:19][C:18]([O:21][CH3:22])=[C:17]([F:23])[CH:16]=2)[CH3:14])[C:10]2[C:5](=[CH:6][CH:7]=[CH:8][CH:9]=2)[N:4]=1.Cl.ClCC1N=C(NC2C=CC(OC)=C(F)C=2)C2C(=CC=CC=2)[N:28]=1.CI.[H-].[Na+], predict the reaction product. The product is: [NH2:28][CH2:2][C:3]1[N:12]=[C:11]([N:13]([C:15]2[CH:20]=[CH:19][C:18]([O:21][CH3:22])=[C:17]([F:23])[CH:16]=2)[CH3:14])[C:10]2[C:5](=[CH:6][CH:7]=[CH:8][CH:9]=2)[N:4]=1. (2) Given the reactants C([O:5]C([N:8]1[CH2:13][CH2:12][CH:11]([N:14]([CH2:19][C:20]2[S:24][CH:23]=[N:22][C:21]=2[Cl:25])[CH2:15][CH:16]([CH3:18])[CH3:17])[CH2:10][CH2:9]1)=O)(C)(C)C.FC(F)(F)C(O)=O.[OH-].[Na+], predict the reaction product. The product is: [OH-:5].[NH4+:8].[Cl:25][C:21]1[N:22]=[CH:23][S:24][C:20]=1[CH2:19][N:14]([CH2:15][CH:16]([CH3:18])[CH3:17])[CH:11]1[CH2:12][CH2:13][NH:8][CH2:9][CH2:10]1. (3) Given the reactants [CH:1]1([C:4]2[CH:9]=[CH:8][N:7]=[CH:6][C:5]=2[N:10]2[CH2:14][CH2:13][NH:12][C:11]2=[O:15])[CH2:3][CH2:2]1.Br[C:17]1[CH:26]=[CH:25][C:20]2[S:21][CH:22]=[C:23]([CH3:24])[C:19]=2[CH:18]=1.CN[C@@H]1CCCC[C@H]1NC.P([O-])([O-])([O-])=O.[K+].[K+].[K+], predict the reaction product. The product is: [CH:1]1([C:4]2[CH:9]=[CH:8][N:7]=[CH:6][C:5]=2[N:10]2[CH2:14][CH2:13][N:12]([C:17]3[CH:26]=[CH:25][C:20]4[S:21][CH:22]=[C:23]([CH3:24])[C:19]=4[CH:18]=3)[C:11]2=[O:15])[CH2:3][CH2:2]1. (4) Given the reactants [C:1]([C:3]1[CH:4]=[C:5]2[C:10](=[CH:11][C:12]=1[O:13][C:14]1[CH:22]=[CH:21][C:17]([C:18](O)=[O:19])=[CH:16][CH:15]=1)[O:9][CH2:8][CH2:7][CH:6]2[C:23]([O:25][CH3:26])=[O:24])#[N:2].Cl.Cl.[CH3:29][N:30]([CH2:32][C:33]1[CH:38]=[CH:37][C:36]([CH2:39][CH2:40][NH2:41])=[CH:35][CH:34]=1)[CH3:31].C(N(CC)C(C)C)(C)C, predict the reaction product. The product is: [C:1]([C:3]1[CH:4]=[C:5]2[C:10](=[CH:11][C:12]=1[O:13][C:14]1[CH:22]=[CH:21][C:17]([C:18](=[O:19])[NH:41][CH2:40][CH2:39][C:36]3[CH:37]=[CH:38][C:33]([CH2:32][N:30]([CH3:31])[CH3:29])=[CH:34][CH:35]=3)=[CH:16][CH:15]=1)[O:9][CH2:8][CH2:7][CH:6]2[C:23]([O:25][CH3:26])=[O:24])#[N:2]. (5) Given the reactants Cl.[CH3:2][N:3]1[CH:7]=[C:6]([C:8]2[NH:26][C:11]3=[N:12][CH:13]=[CH:14][C:15]([C:16]4[CH:17]=[C:18]5[C:23](=[CH:24][CH:25]=4)[CH2:22][NH:21][CH2:20][CH2:19]5)=[C:10]3[N:9]=2)[CH:5]=[N:4]1.[C:27]([C:31]1[N:35]=[C:34]([C:36](O)=[O:37])[O:33][N:32]=1)([CH3:30])([CH3:29])[CH3:28].C(Cl)Cl.CCN(C(C)C)C(C)C.C(P1(=O)OP(=O)(CCC)OP(=O)(CCC)O1)CC, predict the reaction product. The product is: [C:27]([C:31]1[N:35]=[C:34]([C:36]([N:21]2[CH2:20][CH2:19][C:18]3[C:23](=[CH:24][CH:25]=[C:16]([C:15]4[CH:14]=[CH:13][N:12]=[C:11]5[NH:26][C:8]([C:6]6[CH:5]=[N:4][N:3]([CH3:2])[CH:7]=6)=[N:9][C:10]=45)[CH:17]=3)[CH2:22]2)=[O:37])[O:33][N:32]=1)([CH3:30])([CH3:28])[CH3:29]. (6) Given the reactants [NH2:1][C:2]1[N:7]=[C:6]([CH3:8])[C:5]([CH2:9][CH2:10][CH2:11][NH:12]C(=O)OC(C)(C)C)=[C:4]([NH:20][CH2:21][CH2:22][CH2:23][CH2:24][CH3:25])[N:3]=1.C(O)(C(F)(F)F)=O, predict the reaction product. The product is: [NH2:12][CH2:11][CH2:10][CH2:9][C:5]1[C:4]([NH:20][CH2:21][CH2:22][CH2:23][CH2:24][CH3:25])=[N:3][C:2]([NH2:1])=[N:7][C:6]=1[CH3:8]. (7) Given the reactants [CH:1]([O:4][C:5]1[C:10]2[CH2:11][CH:12]([CH2:14][O:15]S(C3C=CC(C)=CC=3)(=O)=O)[O:13][C:9]=2[CH:8]=[C:7]([C:26](=[O:34])[NH:27][C:28]2[CH:32]=[CH:31][N:30]([CH3:33])[N:29]=2)[CH:6]=1)([CH3:3])[CH3:2].[CH3:35][CH2:36][O-].[Na+], predict the reaction product. The product is: [CH3:33][N:30]1[CH:31]=[CH:32][C:28]([NH:27][C:26]([C:7]2[CH:6]=[C:5]([O:4][CH:1]([CH3:3])[CH3:2])[C:10]3[CH2:11][CH:12]([CH2:14][O:15][CH2:35][CH3:36])[O:13][C:9]=3[CH:8]=2)=[O:34])=[N:29]1.